From a dataset of Catalyst prediction with 721,799 reactions and 888 catalyst types from USPTO. Predict which catalyst facilitates the given reaction. Product: [CH3:1][CH:2]1[CH2:8][C:7]2[CH:9]=[C:10]3[O:15][CH2:14][O:13][C:11]3=[CH:12][C:6]=2[C:5]([C:16]2[CH:17]=[CH:18][C:19]([N+:22]([O-:24])=[O:23])=[CH:20][CH:21]=2)=[N:4][N:3]1[C:25]1[S:27][C:31]([CH3:32])=[CH:30][N:26]=1. Reactant: [CH3:1][CH:2]1[CH2:8][C:7]2[CH:9]=[C:10]3[O:15][CH2:14][O:13][C:11]3=[CH:12][C:6]=2[C:5]([C:16]2[CH:21]=[CH:20][C:19]([N+:22]([O-:24])=[O:23])=[CH:18][CH:17]=2)=[N:4][N:3]1[C:25](=[S:27])[NH2:26].CO[CH:30](OC)[CH:31](Br)[CH3:32].CN(C)C=O. The catalyst class is: 6.